Dataset: Full USPTO retrosynthesis dataset with 1.9M reactions from patents (1976-2016). Task: Predict the reactants needed to synthesize the given product. (1) Given the product [C:15]([C:11]1[C:9]2[S:10][C:6]([CH2:4][C:3]3[CH:21]=[CH:22][C:23]([Cl:25])=[CH:24][C:2]=3[Cl:1])=[C:7]([CH2:19][CH3:20])[C:8]=2[CH:14]=[CH:13][CH:12]=1)([OH:17])=[O:16], predict the reactants needed to synthesize it. The reactants are: [Cl:1][C:2]1[CH:24]=[C:23]([Cl:25])[CH:22]=[CH:21][C:3]=1[C:4]([C:6]1[S:10][C:9]2[C:11]([C:15]([O:17]C)=[O:16])=[CH:12][CH:13]=[CH:14][C:8]=2[C:7]=1[CH2:19][CH3:20])=O.O.NN.[OH-].[K+].Cl. (2) Given the product [Br:1][C:2]1[CH:3]=[C:4]2[C:8](=[CH:9][C:10]=1[OH:11])[NH:7][N:6]=[C:5]2[CH2:13][C:14]1[CH:19]=[CH:18][CH:17]=[C:16]([CH3:20])[CH:15]=1, predict the reactants needed to synthesize it. The reactants are: [Br:1][C:2]1[CH:3]=[C:4]2[C:8](=[CH:9][C:10]=1[O:11]C)[NH:7][N:6]=[C:5]2[CH2:13][C:14]1[CH:19]=[CH:18][CH:17]=[C:16]([CH3:20])[CH:15]=1.B(Br)(Br)Br.